Predict the reaction yield, written as a fraction of the theoretical maximum amount of product (1.0 means a 100% yield; for example, 0.34 means a 34% yield). From a dataset of Reaction yield outcomes from USPTO patents with 853,638 reactions. (1) The product is [F:18][C:19]([F:28])([F:29])[O:20][C:21]1[CH:22]=[CH:23][C:24]([NH:25][C:13]2[N:12]=[C:11]([C:7]3[CH:6]=[C:5]([NH:4][C:1](=[O:3])[CH3:2])[CH:10]=[CH:9][CH:8]=3)[CH:16]=[N:15][CH:14]=2)=[CH:26][CH:27]=1. The reactants are [C:1]([NH:4][C:5]1[CH:6]=[C:7]([C:11]2[CH:16]=[N:15][CH:14]=[C:13](Cl)[N:12]=2)[CH:8]=[CH:9][CH:10]=1)(=[O:3])[CH3:2].[F:18][C:19]([F:29])([F:28])[O:20][C:21]1[CH:27]=[CH:26][C:24]([NH2:25])=[CH:23][CH:22]=1.C1C=CC(P(C2C(C3C(P(C4C=CC=CC=4)C4C=CC=CC=4)=CC=C4C=3C=CC=C4)=C3C(C=CC=C3)=CC=2)C2C=CC=CC=2)=CC=1.CC(C)([O-])C.[Na+]. The catalyst is C1(C)C=CC=CC=1. The yield is 0.204. (2) The reactants are [F:1][C:2]([F:10])([F:9])[CH2:3][CH2:4][S:5](Cl)(=[O:7])=[O:6].CS([N:15]1[CH2:20][CH2:19][CH:18]([NH:21][C:22]([NH:24][C:25]2[CH:30]=[CH:29][C:28]([C:31]([F:34])([F:33])[F:32])=[CH:27][CH:26]=2)=[O:23])[CH2:17][CH2:16]1)(=O)=O. No catalyst specified. The product is [F:1][C:2]([F:10])([F:9])[CH2:3][CH2:4][S:5]([N:15]1[CH2:20][CH2:19][CH:18]([NH:21][C:22]([NH:24][C:25]2[CH:30]=[CH:29][C:28]([C:31]([F:32])([F:33])[F:34])=[CH:27][CH:26]=2)=[O:23])[CH2:17][CH2:16]1)(=[O:7])=[O:6]. The yield is 0.510. (3) The reactants are Cl.[F:2][C:3]1[CH:8]=[C:7]([F:9])[CH:6]=[CH:5][C:4]=1[N:10]1[C:14]([N:15]2[N:24]=[C:23]3[C:17]([CH2:18][CH2:19][O:20][C:21]4[CH:28]=[CH:27][C:26]([C:29]5([CH2:35][OH:36])[CH2:34][CH2:33][NH:32][CH2:31][CH2:30]5)=[CH:25][C:22]=43)=[CH:16]2)=[N:13][CH:12]=[N:11]1.CCN(C(C)C)C(C)C.[CH:46]([S:48]([CH:51]=C)(=[O:50])=[O:49])=[CH2:47]. No catalyst specified. The product is [F:2][C:3]1[CH:8]=[C:7]([F:9])[CH:6]=[CH:5][C:4]=1[N:10]1[C:14]([N:15]2[N:24]=[C:23]3[C:17]([CH2:18][CH2:19][O:20][C:21]4[CH:28]=[CH:27][C:26]([C:29]5([CH2:35][OH:36])[CH2:30][CH2:31][N:32]([CH2:47][CH2:46][S:48]([CH3:51])(=[O:50])=[O:49])[CH2:33][CH2:34]5)=[CH:25][C:22]=43)=[CH:16]2)=[N:13][CH:12]=[N:11]1. The yield is 0.530. (4) The product is [Br:1][C:2]1[CH:7]=[CH:6][C:5]([O:8][CH2:17][C:18]([O:20][CH2:21][CH3:22])=[O:19])=[CH:4][C:3]=1[F:9]. The reactants are [Br:1][C:2]1[CH:7]=[CH:6][C:5]([OH:8])=[CH:4][C:3]=1[F:9].C([O-])([O-])=O.[K+].[K+].Br[CH2:17][C:18]([O:20][CH2:21][CH3:22])=[O:19]. The catalyst is CC(C)=O. The yield is 1.00. (5) The reactants are Cl[C:2]1[CH:9]=[CH:8][C:5]([C:6]#[N:7])=[CH:4][N:3]=1.P(Br)(Br)[Br:11]. The product is [Br:11][C:2]1[CH:9]=[CH:8][C:5]([C:6]#[N:7])=[CH:4][N:3]=1. The yield is 0.810. No catalyst specified. (6) The reactants are [Br:1][C:2]1[CH:15]=[CH:14][C:5]([CH2:6][S:7]([CH2:10][C:11](O)=O)(=[O:9])=[O:8])=[CH:4][CH:3]=1.[F:16][C:17]1[CH:24]=[CH:23][C:20](C=O)=[CH:19][CH:18]=1. No catalyst specified. The product is [Br:1][C:2]1[CH:15]=[CH:14][C:5]([CH2:6][S:7](/[CH:10]=[CH:11]/[C:20]2[CH:23]=[CH:24][C:17]([F:16])=[CH:18][CH:19]=2)(=[O:9])=[O:8])=[CH:4][CH:3]=1. The yield is 0.820.